The task is: Predict the reaction yield, written as a fraction of the theoretical maximum amount of product (1.0 means a 100% yield; for example, 0.34 means a 34% yield).. This data is from Reaction yield outcomes from USPTO patents with 853,638 reactions. (1) The reactants are [Cl:1][C:2]1[CH:3]=[CH:4][N:5]2[C:10]=1[C:9](=[O:11])[NH:8][C:7]([C@@H:12]1[CH2:16][CH2:15][CH2:14][N:13]1[C:17]1[C:18]3[C:25]([C:26]#[N:27])=[CH:24][N:23]([CH2:28][O:29][CH2:30][CH2:31][Si:32]([CH3:35])([CH3:34])[CH3:33])[C:19]=3[N:20]=[CH:21][N:22]=1)=[N:6]2.CCN(C(C)C)C(C)C.[N+:45]1([O-])[CH:50]=[CH:49][CH:48]=[CH:47][CH:46]=1.C1CN([P+](Br)(N2CCCC2)N2CCCC2)CC1.F[P-](F)(F)(F)(F)F. The catalyst is C(Cl)Cl. The product is [Cl:1][C:2]1[CH:3]=[CH:4][N:5]2[C:10]=1[C:9](=[O:11])[N:8]([C:46]1[CH:47]=[CH:48][CH:49]=[CH:50][N:45]=1)[C:7]([C@@H:12]1[CH2:16][CH2:15][CH2:14][N:13]1[C:17]1[C:18]3[C:25]([C:26]#[N:27])=[CH:24][N:23]([CH2:28][O:29][CH2:30][CH2:31][Si:32]([CH3:35])([CH3:34])[CH3:33])[C:19]=3[N:20]=[CH:21][N:22]=1)=[N:6]2. The yield is 0.170. (2) The yield is 0.550. The product is [O:29]1[CH2:34][CH2:33][CH:32]([CH:35]([C:2]2[CH:7]=[CH:6][C:5]([C:8]3[CH:13]=[CH:12][C:11]([C:14]([F:17])([F:16])[F:15])=[CH:10][CH:9]=3)=[CH:4][CH:3]=2)[OH:36])[CH2:31][CH2:30]1. The reactants are Br[C:2]1[CH:7]=[CH:6][C:5]([C:8]2[CH:13]=[CH:12][C:11]([C:14]([F:17])([F:16])[F:15])=[CH:10][CH:9]=2)=[CH:4][CH:3]=1.[Li]CCCC.CCCCCC.[O:29]1[CH2:34][CH2:33][CH:32]([CH:35]=[O:36])[CH2:31][CH2:30]1. The catalyst is C1COCC1. (3) The reactants are Br[C:2]1[C:10]2[C:5](=[CH:6][CH:7]=[C:8]([C:11]#[N:12])[CH:9]=2)[N:4]([CH:13]2[CH2:18][CH2:17][CH2:16][CH2:15][O:14]2)[N:3]=1.CC1CCCCN1[CH2:26][CH2:27][O:28][C:29]1[CH:30]=[C:31]2[C:36](=[CH:37][CH:38]=1)[CH:35]=[C:34](B(O)O)[CH:33]=[CH:32]2. No catalyst specified. The product is [CH3:11][CH:8]1[CH2:9][CH2:10][CH2:5][CH2:6][CH:7]1[CH2:26][CH2:27][O:28][C:29]1[CH:30]=[C:31]2[C:36](=[CH:37][CH:38]=1)[CH:35]=[C:34]([C:2]1[C:10]3[C:5](=[CH:6][CH:7]=[C:8]([C:11]#[N:12])[CH:9]=3)[N:4]([CH:13]3[CH2:18][CH2:17][CH2:16][CH2:15][O:14]3)[N:3]=1)[CH:33]=[CH:32]2. The yield is 0.250. (4) The reactants are [Cl-].O[NH3+:3].[C:4](=[O:7])([O-])[OH:5].[Na+].CS(C)=O.[Si]([O:20][CH:21]([CH3:59])[CH2:22][O:23][C@H:24]1[CH2:29][CH2:28][C@H:27]([N:30]2[C:35](=[O:36])[C:34]([CH2:37][C:38]3[CH:43]=[CH:42][C:41]([C:44]4[C:45]([C:50]#[N:51])=[CH:46][CH:47]=[CH:48][CH:49]=4)=[CH:40][CH:39]=3)=[C:33]([CH2:52][CH2:53][CH3:54])[N:32]3[N:55]=[C:56]([CH3:58])[N:57]=[C:31]23)[CH2:26][CH2:25]1)(C(C)(C)C)(C)C. The catalyst is O.C(OCC)(=O)C. The product is [OH:20][CH:21]([CH3:59])[CH2:22][O:23][C@H:24]1[CH2:29][CH2:28][C@H:27]([N:30]2[C:35](=[O:36])[C:34]([CH2:37][C:38]3[CH:39]=[CH:40][C:41]([C:44]4[CH:49]=[CH:48][CH:47]=[CH:46][C:45]=4[C:50]4[NH:51][C:4](=[O:7])[O:5][N:3]=4)=[CH:42][CH:43]=3)=[C:33]([CH2:52][CH2:53][CH3:54])[N:32]3[N:55]=[C:56]([CH3:58])[N:57]=[C:31]23)[CH2:26][CH2:25]1. The yield is 0.540.